Dataset: Experimentally validated miRNA-target interactions with 360,000+ pairs, plus equal number of negative samples. Task: Binary Classification. Given a miRNA mature sequence and a target amino acid sequence, predict their likelihood of interaction. The miRNA is hsa-miR-4453 with sequence GAGCUUGGUCUGUAGCGGUU. The protein sequence of the target gene is MPFNGEKQCVSEDQQSDSESSRFAEGVASLSDYECSRQSFTSDSSSKSSSPASTSPPRGLMFDDVMAAAKNLSDMTLAHEIAVNENFQLKQNALPENSLAGQVKRVVHQAFWDVLEADLSAEPPQYEYAIKLFEEIREILLSFLTPGGNRLHSQICEVLDIDLIRQQAEHSAVDIQGLANYVITTMGKICAPVRDEDIRELKATTNIVEMLRQIFRVLDLMRMDMMNFVIRNIRPHIQHHLVEYERNKFQEVVEETPNALSQTTEWLKESIDKELLSETDVAPAAEHSSTPSLSPLLVLN.... Result: 0 (no interaction).